Dataset: Forward reaction prediction with 1.9M reactions from USPTO patents (1976-2016). Task: Predict the product of the given reaction. (1) Given the reactants C(N1C=CN=C1)(N1C=CN=C1)=O.[C:13]([O:17][C:18]([NH:20][CH2:21][CH2:22][CH2:23][CH2:24][CH2:25][CH2:26][CH2:27][CH2:28][CH2:29][CH2:30][C:31]([OH:33])=O)=[O:19])([CH3:16])([CH3:15])[CH3:14].[C:34]([O:38][C:39]([N:41]1[CH2:46][CH2:45][NH:44][CH2:43][CH2:42]1)=[O:40])([CH3:37])([CH3:36])[CH3:35], predict the reaction product. The product is: [C:34]([O:38][C:39]([N:41]1[CH2:46][CH2:45][N:44]([C:31](=[O:33])[CH2:30][CH2:29][CH2:28][CH2:27][CH2:26][CH2:25][CH2:24][CH2:23][CH2:22][CH2:21][NH:20][C:18]([O:17][C:13]([CH3:14])([CH3:15])[CH3:16])=[O:19])[CH2:43][CH2:42]1)=[O:40])([CH3:37])([CH3:35])[CH3:36]. (2) Given the reactants [NH2:1][C:2]1[CH:10]=[CH:9][C:8]([N+:11]([O-:13])=[O:12])=[CH:7][C:3]=1[C:4]([OH:6])=O.[NH2:14][CH2:15][CH:16]1[CH2:19][O:18][CH2:17]1.CCN(C(C)C)C(C)C.C(P1(=O)OP(CCC)(=O)OP(CCC)(=O)O1)CC, predict the reaction product. The product is: [NH2:1][C:2]1[CH:10]=[CH:9][C:8]([N+:11]([O-:13])=[O:12])=[CH:7][C:3]=1[C:4]([NH:14][CH2:15][CH:16]1[CH2:19][O:18][CH2:17]1)=[O:6]. (3) Given the reactants [Cl:1][C:2]1[CH:3]=[CH:4][C:5]([O:25][C:26]2[CH:31]=[C:30]([F:32])[C:29]([S:33](=[O:52])(=[O:51])[N:34]([CH2:40][C:41]3[CH:46]=[CH:45][C:44]([O:47][CH3:48])=[CH:43][C:42]=3[O:49][CH3:50])[C:35]3[S:39][N:38]=[CH:37][N:36]=3)=[CH:28][C:27]=2[F:53])=[C:6]([C:8]2[CH:9]=[CH:10][C:11]3[O:15][N:14]=[C:13]([NH:16][C:17](=[O:23])[O:18][C:19]([CH3:22])([CH3:21])[CH3:20])[C:12]=3[CH:24]=2)[CH:7]=1.[H-].[Na+].I[CH3:57], predict the reaction product. The product is: [Cl:1][C:2]1[CH:3]=[CH:4][C:5]([O:25][C:26]2[CH:31]=[C:30]([F:32])[C:29]([S:33](=[O:52])(=[O:51])[N:34]([CH2:40][C:41]3[CH:46]=[CH:45][C:44]([O:47][CH3:48])=[CH:43][C:42]=3[O:49][CH3:50])[C:35]3[S:39][N:38]=[CH:37][N:36]=3)=[CH:28][C:27]=2[F:53])=[C:6]([C:8]2[CH:9]=[CH:10][C:11]3[O:15][N:14]=[C:13]([N:16]([CH3:57])[C:17](=[O:23])[O:18][C:19]([CH3:20])([CH3:22])[CH3:21])[C:12]=3[CH:24]=2)[CH:7]=1. (4) Given the reactants [Cl:1][C:2]1[CH:3]=[C:4]([C@@H:9]2[O:15][CH2:14][CH2:13][N:12]([C:16]([O:18][C:19]([CH3:22])([CH3:21])[CH3:20])=[O:17])[CH2:11][C@H:10]2[CH2:23][NH:24][CH2:25][CH2:26][OH:27])[CH:5]=[CH:6][C:7]=1[Cl:8].C(N(CC)CC)C.[C:35]([Si:39](Cl)([CH3:41])[CH3:40])([CH3:38])([CH3:37])[CH3:36].O, predict the reaction product. The product is: [Si:39]([O:27][CH2:26][CH2:25][NH:24][CH2:23][C@H:10]1[C@H:9]([C:4]2[CH:5]=[CH:6][C:7]([Cl:8])=[C:2]([Cl:1])[CH:3]=2)[O:15][CH2:14][CH2:13][N:12]([C:16]([O:18][C:19]([CH3:20])([CH3:21])[CH3:22])=[O:17])[CH2:11]1)([C:35]([CH3:38])([CH3:37])[CH3:36])([CH3:41])[CH3:40]. (5) Given the reactants [Br:1][C:2]1[CH:3]=[C:4]([CH:13](O)[C:14]([CH3:17])([CH3:16])[CH3:15])[C:5]2[O:9][CH2:8][C:7]([CH3:11])([CH3:10])[C:6]=2[CH:12]=1.ClCCl.C([SiH](CC)CC)C.FC(F)(F)C(O)=O, predict the reaction product. The product is: [Br:1][C:2]1[CH:3]=[C:4]([CH2:13][C:14]([CH3:17])([CH3:16])[CH3:15])[C:5]2[O:9][CH2:8][C:7]([CH3:10])([CH3:11])[C:6]=2[CH:12]=1.